From a dataset of Reaction yield outcomes from USPTO patents with 853,638 reactions. Predict the reaction yield, written as a fraction of the theoretical maximum amount of product (1.0 means a 100% yield; for example, 0.34 means a 34% yield). (1) The reactants are [Cl:1][C:2]1[CH:3]=[C:4]([C:9]2([C:15](=[N:17][S:18]([C:20]([CH3:23])([CH3:22])[CH3:21])=[O:19])[CH3:16])[CH2:14][CH2:13][CH2:12][CH2:11][CH2:10]2)[CH:5]=[CH:6][C:7]=1[Cl:8]. The catalyst is C1COCC1. The product is [Cl:1][C:2]1[CH:3]=[C:4]([C:9]2([CH:15]([NH:17][S:18]([C:20]([CH3:21])([CH3:23])[CH3:22])=[O:19])[CH3:16])[CH2:14][CH2:13][CH2:12][CH2:11][CH2:10]2)[CH:5]=[CH:6][C:7]=1[Cl:8]. The yield is 0.960. (2) The reactants are [C:1]([N:4]1[CH2:9][CH:8]=[C:7]([C:10]2[C:19]3[C:14](=[CH:15][CH:16]=[CH:17][CH:18]=3)[C:13](=[O:20])[O:12][C:11]=2[CH:21]([N:23]2[C:27]3=[N:28][CH:29]=[N:30][C:31]([NH2:32])=[C:26]3[C:25]([C:33]3[CH:38]=[C:37]([F:39])[CH:36]=[C:35]([O:40][Si](C(C)(C)C)(C)C)[CH:34]=3)=[N:24]2)[CH3:22])[CH2:6][CH2:5]1)(=[O:3])[CH3:2]. The catalyst is Cl.CCO. The product is [C:1]([N:4]1[CH2:5][CH:6]=[C:7]([C:10]2[C:19]3[C:14](=[CH:15][CH:16]=[CH:17][CH:18]=3)[C:13](=[O:20])[O:12][C:11]=2[CH:21]([N:23]2[C:27]3=[N:28][CH:29]=[N:30][C:31]([NH2:32])=[C:26]3[C:25]([C:33]3[CH:34]=[C:35]([OH:40])[CH:36]=[C:37]([F:39])[CH:38]=3)=[N:24]2)[CH3:22])[CH2:8][CH2:9]1)(=[O:3])[CH3:2]. The yield is 0.860. (3) The reactants are [NH2:1][C@@H:2]([C:5]([OH:7])=[O:6])[CH2:3][OH:4].[C:8]([O:13][CH2:14][CH2:15][O:16][C:17](ON1C(=O)CCC1=O)=[O:18])(=[O:12])[CH2:9][CH2:10][CH3:11]. No catalyst specified. The product is [C:8]([O:13][CH2:14][CH2:15][O:16][C:17]([NH:1][C@H:2]([CH2:3][OH:4])[C:5]([OH:7])=[O:6])=[O:18])(=[O:12])[CH2:9][CH2:10][CH3:11]. The yield is 0.400. (4) The reactants are [F:1][C:2]1[CH:3]=[C:4]([CH:9]2[S:14][CH2:13][CH2:12][CH2:11][S:10]2)[CH:5]=[C:6]([F:8])[CH:7]=1.[Li]CCCC.[F:20][CH:21]([F:31])[O:22][C:23]1[CH:30]=[CH:29][C:26]([CH:27]=[O:28])=[CH:25][CH:24]=1. The catalyst is C1COCC1. The product is [F:20][CH:21]([F:31])[O:22][C:23]1[CH:24]=[CH:25][C:26]([CH:27]([C:9]2([C:4]3[CH:5]=[C:6]([F:8])[CH:7]=[C:2]([F:1])[CH:3]=3)[S:10][CH2:11][CH2:12][CH2:13][S:14]2)[OH:28])=[CH:29][CH:30]=1. The yield is 0.510. (5) The reactants are [Br:1][C:2]1[C:7]([Cl:8])=[CH:6][C:5]([NH:9][C:10]2[N:14](CC3C=CC(OC)=CC=3)[N:13]=[C:12]([N:24]([CH3:26])[CH3:25])[N:11]=2)=[CH:4][C:3]=1[Cl:27].C(O)(C(F)(F)F)=O. No catalyst specified. The product is [Br:1][C:2]1[C:3]([Cl:27])=[CH:4][C:5]([NH:9][C:10]2[N:11]=[C:12]([N:24]([CH3:25])[CH3:26])[NH:13][N:14]=2)=[CH:6][C:7]=1[Cl:8]. The yield is 0.370.